Task: Predict the reaction yield, written as a fraction of the theoretical maximum amount of product (1.0 means a 100% yield; for example, 0.34 means a 34% yield).. Dataset: Reaction yield outcomes from USPTO patents with 853,638 reactions (1) The reactants are [CH3:1][S:2]([C:5]1[N:10]=[CH:9][C:8]([O:11][C:12]2[CH:13]=[C:14]3[C:18](=[CH:19][CH:20]=2)[NH:17][C:16]([C:21](=[S:23])[NH2:22])=[CH:15]3)=[CH:7][CH:6]=1)(=[O:4])=[O:3].[C:24]([O:29][CH2:30][CH3:31])(=[O:28])[C:25]#[C:26][CH3:27].C(P(CCCC)CCCC)CCC.C(OCC)(=O)C. The catalyst is O1CCCC1.C1(C)C=CC=CC=1.CCCCCC. The product is [CH2:30]([O:29][C:24](=[O:28])[CH2:25][CH:26]1[S:23][C:21]([C:16]2[NH:17][C:18]3[C:14]([CH:15]=2)=[CH:13][C:12]([O:11][C:8]2[CH:9]=[N:10][C:5]([S:2]([CH3:1])(=[O:4])=[O:3])=[CH:6][CH:7]=2)=[CH:20][CH:19]=3)=[N:22][CH2:27]1)[CH3:31]. The yield is 0.820. (2) The reactants are C(O[C:4](=[O:11])[C:5]1[CH:10]=[CH:9][N:8]=[CH:7][CH:6]=1)C.[CH:12]1([NH2:15])[CH2:14][CH2:13]1. No catalyst specified. The product is [CH:12]1([NH:15][C:4](=[O:11])[C:5]2[CH:6]=[CH:7][N:8]=[CH:9][CH:10]=2)[CH2:14][CH2:13]1. The yield is 0.500. (3) The reactants are [H-].[H-].[H-].[H-].[Li+].[Al+3].[NH2:7][C:8]1([C:16]2[CH:21]=[CH:20][CH:19]=[C:18]([Cl:22])[CH:17]=2)[CH2:13][N:12]([CH3:14])[C:11](=O)[CH2:10][CH2:9]1. The catalyst is C1COCC1. The product is [Cl:22][C:18]1[CH:17]=[C:16]([C:8]2([NH2:7])[CH2:9][CH2:10][CH2:11][N:12]([CH3:14])[CH2:13]2)[CH:21]=[CH:20][CH:19]=1. The yield is 0.860.